Dataset: Full USPTO retrosynthesis dataset with 1.9M reactions from patents (1976-2016). Task: Predict the reactants needed to synthesize the given product. Given the product [F:45][C:12]1([F:44])[C@H:11]([O:46][C:47]([C:62]2[CH:63]=[CH:64][CH:65]=[CH:66][CH:67]=2)([C:56]2[CH:57]=[CH:58][CH:59]=[CH:60][CH:61]=2)[C:48]2[CH:49]=[CH:50][C:51]([O:54][CH3:55])=[CH:52][CH:53]=2)[C@@H:10]([CH2:9][OH:8])[O:14][C@H:13]1[N:15]1[CH:43]=[CH:42][C:19]([NH:20][C:21]([C:30]2[CH:31]=[CH:32][CH:33]=[CH:34][CH:35]=2)([C:36]2[CH:37]=[CH:38][CH:39]=[CH:40][CH:41]=2)[C:22]2[CH:27]=[CH:26][C:25]([O:28][CH3:29])=[CH:24][CH:23]=2)=[N:18][C:16]1=[O:17], predict the reactants needed to synthesize it. The reactants are: [Si]([O:8][CH2:9][C@H:10]1[O:14][C@@H:13]([N:15]2[CH:43]=[CH:42][C:19]([NH:20][C:21]([C:36]3[CH:41]=[CH:40][CH:39]=[CH:38][CH:37]=3)([C:30]3[CH:35]=[CH:34][CH:33]=[CH:32][CH:31]=3)[C:22]3[CH:27]=[CH:26][C:25]([O:28][CH3:29])=[CH:24][CH:23]=3)=[N:18][C:16]2=[O:17])[C:12]([F:45])([F:44])[C@@H:11]1[O:46][C:47]([C:62]1[CH:67]=[CH:66][CH:65]=[CH:64][CH:63]=1)([C:56]1[CH:61]=[CH:60][CH:59]=[CH:58][CH:57]=1)[C:48]1[CH:53]=[CH:52][C:51]([O:54][CH3:55])=[CH:50][CH:49]=1)(C(C)(C)C)(C)C.CCCC[N+](CCCC)(CCCC)CCCC.[F-].N#N.